From a dataset of Reaction yield outcomes from USPTO patents with 853,638 reactions. Predict the reaction yield, written as a fraction of the theoretical maximum amount of product (1.0 means a 100% yield; for example, 0.34 means a 34% yield). (1) The reactants are C(OC(=O)N[C@@H]1[C@H](N[C:15]2[N:16]=[CH:17][C:18]3[S:23][CH:22]=[C:21]([C:24](=[O:32])[NH:25][C:26]4[CH:30]=[CH:29][N:28]([CH3:31])[N:27]=4)[C:19]=3[N:20]=2)CCOC1)(C)(C)C. The catalyst is C(O)(C(F)(F)F)=O.ClCCl. The product is [CH3:31][N:28]1[CH:29]=[CH:30][C:26]([NH:25][C:24]([C:21]2[C:19]3[N:20]=[CH:15][N:16]=[CH:17][C:18]=3[S:23][CH:22]=2)=[O:32])=[N:27]1. The yield is 0.369. (2) The reactants are [NH2:1][C:2]1[CH:30]=[CH:29][C:5]2[NH:6][C:7]([C:12]3[C:13](=[O:28])[N:14]([CH2:23][CH2:24][CH:25]([CH3:27])[CH3:26])[C:15]4[C:20]([C:21]=3[OH:22])=[CH:19][CH:18]=[CH:17][N:16]=4)=[N:8][S:9](=[O:11])(=[O:10])[C:4]=2[CH:3]=1.[Cl:31][C:32]1[CH:37]=[CH:36][CH:35]=[CH:34][C:33]=1[S:38](Cl)(=[O:40])=[O:39]. The catalyst is N1C=CC=CC=1. The product is [Cl:31][C:32]1[CH:37]=[CH:36][CH:35]=[CH:34][C:33]=1[S:38]([NH:1][C:2]1[CH:30]=[CH:29][C:5]2[NH:6][C:7]([C:12]3[C:13](=[O:28])[N:14]([CH2:23][CH2:24][CH:25]([CH3:27])[CH3:26])[C:15]4[C:20]([C:21]=3[OH:22])=[CH:19][CH:18]=[CH:17][N:16]=4)=[N:8][S:9](=[O:11])(=[O:10])[C:4]=2[CH:3]=1)(=[O:40])=[O:39]. The yield is 0.460.